This data is from Full USPTO retrosynthesis dataset with 1.9M reactions from patents (1976-2016). The task is: Predict the reactants needed to synthesize the given product. (1) Given the product [Cl:23][C:24]1[CH:25]=[C:26]([CH2:31][S:32]([NH:35][C:36]2[C:41]([OH:42])=[CH:40][C:39]([S:44]([CH2:47][CH3:48])(=[O:46])=[O:45])=[CH:38][N:37]=2)(=[O:33])=[O:34])[CH:27]=[C:28]([Cl:30])[CH:29]=1, predict the reactants needed to synthesize it. The reactants are: ClC1N=NC(NS(CC2C=C(C#N)C=CC=2Cl)(=O)=O)=C(O)C=1.[Cl:23][C:24]1[CH:25]=[C:26]([CH2:31][S:32]([NH:35][C:36]2[C:41]([O:42]C)=[CH:40][C:39]([S:44]([CH2:47][CH3:48])(=[O:46])=[O:45])=[CH:38][N:37]=2)(=[O:34])=[O:33])[CH:27]=[C:28]([Cl:30])[CH:29]=1.ClC1N=NC(NS(CC2C=C(C#N)C=CC=2Cl)(=O)=O)=C(OC)C=1. (2) Given the product [Cl:1][C:2]1[CH:3]=[CH:4][C:5]([C:26]#[N:27])=[C:6]([C:8]2[C:13]([O:14][CH3:15])=[CH:12][N:11]([CH:16]([CH:22]([CH3:23])[CH3:24])[C:17]([OH:19])=[O:18])[C:10](=[O:25])[CH:9]=2)[CH:7]=1, predict the reactants needed to synthesize it. The reactants are: [Cl:1][C:2]1[CH:3]=[CH:4][C:5]([C:26]#[N:27])=[C:6]([C:8]2[C:13]([O:14][CH3:15])=[CH:12][N:11]([CH:16]([CH:22]([CH3:24])[CH3:23])[C:17]([O:19]CC)=[O:18])[C:10](=[O:25])[CH:9]=2)[CH:7]=1.[OH-].[Li+]. (3) Given the product [C:46]([O:49][CH2:50][O:26][C:25]1[C:20]([C:19](=[O:29])[NH:18][C@H:12]2[CH2:11][CH2:10][O:9][C@H:8]([CH2:30][CH2:31][C:32]3[CH:37]=[CH:36][CH:35]=[CH:34][CH:33]=3)[C@@H:7]([CH2:6][C:5]3[CH:4]=[CH:3][C:2]([F:1])=[CH:39][CH:38]=3)[C@H:15]([CH3:16])[O:14][C:13]2=[O:17])=[N:21][CH:22]=[CH:23][C:24]=1[O:27][CH3:28])(=[O:48])[CH3:47], predict the reactants needed to synthesize it. The reactants are: [F:1][C:2]1[CH:39]=[CH:38][C:5]([CH2:6][C@H:7]2[C@H:15]([CH3:16])[O:14][C:13](=[O:17])[C@@H:12]([NH:18][C:19](=[O:29])[C:20]3[C:25]([OH:26])=[C:24]([O:27][CH3:28])[CH:23]=[CH:22][N:21]=3)[CH2:11][CH2:10][O:9][C@@H:8]2[CH2:30][CH2:31][C:32]2[CH:37]=[CH:36][CH:35]=[CH:34][CH:33]=2)=[CH:4][CH:3]=1.C([O-])([O-])=O.[K+].[K+].[C:46]([O:49][CH2:50]Br)(=[O:48])[CH3:47]. (4) Given the product [CH:1]1([S:4]([C:7]2[CH:8]=[CH:9][C:10]([CH:13]([CH2:18][CH:19]3[CH2:24][CH2:23][O:22][CH2:21][CH2:20]3)[C:14](=[O:17])[CH2:15][CH2:16][C:25]([C:27]3[N:28]=[CH:29][N:30]([CH2:32][C:33]([O:35][CH2:36][CH3:37])=[O:34])[CH:31]=3)=[O:26])=[CH:11][CH:12]=2)(=[O:6])=[O:5])[CH2:3][CH2:2]1, predict the reactants needed to synthesize it. The reactants are: [CH:1]1([S:4]([C:7]2[CH:12]=[CH:11][C:10]([CH:13]([CH2:18][CH:19]3[CH2:24][CH2:23][O:22][CH2:21][CH2:20]3)[C:14](=[O:17])[CH:15]=[CH2:16])=[CH:9][CH:8]=2)(=[O:6])=[O:5])[CH2:3][CH2:2]1.[CH:25]([C:27]1[N:28]=[CH:29][N:30]([CH2:32][C:33]([O:35][CH2:36][CH3:37])=[O:34])[CH:31]=1)=[O:26].C(N(CC)CC)C.O1CCCC1. (5) Given the product [CH3:16][Si:17]([CH3:19])([CH3:18])[C:20]1[C:4]2[C:3]([CH:2]=[C:15]3[C:21]=1[C:11]([C:10]#[CH:9])=[CH:12][CH:13]=[CH:14]3)=[CH:8][CH:7]=[CH:6][CH:5]=2, predict the reactants needed to synthesize it. The reactants are: Br[C:2]1[C:3]2[C:8]([CH:9]=[C:10]3[C:15]=1[CH:14]=[CH:13][CH:12]=[CH:11]3)=[CH:7][CH:6]=[CH:5][CH:4]=2.[CH3:16][Si:17]([C:20]#[CH:21])([CH3:19])[CH3:18]. (6) Given the product [F:1][C:2]1[C:7]([NH:8][CH2:9][C:10]2[CH:15]=[C:14]([C:16]3[CH:21]=[CH:20][CH:19]=[C:18]([F:22])[CH:17]=3)[CH:13]=[CH:12][C:11]=2[F:23])=[C:6]([F:24])[C:5]([CH3:25])=[CH:4][C:3]=1[O:26][CH2:34][C:35]([O:37][CH:38]([CH3:40])[CH3:39])=[O:36], predict the reactants needed to synthesize it. The reactants are: [F:1][C:2]1[C:7]([NH:8][CH2:9][C:10]2[CH:15]=[C:14]([C:16]3[CH:21]=[CH:20][CH:19]=[C:18]([F:22])[CH:17]=3)[CH:13]=[CH:12][C:11]=2[F:23])=[C:6]([F:24])[C:5]([CH3:25])=[CH:4][C:3]=1[OH:26].C([O-])([O-])=O.[Cs+].[Cs+].Br[CH2:34][C:35]([O:37][CH:38]([CH3:40])[CH3:39])=[O:36].O. (7) Given the product [CH2:1]([N:3]([CH:24]1[CH2:29][CH2:28][O:27][CH2:26][CH2:25]1)[C:4]1[C:5]([CH3:23])=[C:6]([CH:11]=[C:12]([C:31]2[CH:36]=[CH:35][C:34]([CH2:37][N:38]3[CH2:43][CH2:42][CH:41]([OH:44])[CH2:40][CH2:39]3)=[C:33]([F:45])[CH:32]=2)[CH:13]=1)[C:7]([O:9][CH3:10])=[O:8])[CH3:2], predict the reactants needed to synthesize it. The reactants are: [CH2:1]([N:3]([CH:24]1[CH2:29][CH2:28][O:27][CH2:26][CH2:25]1)[C:4]1[C:5]([CH3:23])=[C:6]([CH:11]=[C:12](B2OC(C)(C)C(C)(C)O2)[CH:13]=1)[C:7]([O:9][CH3:10])=[O:8])[CH3:2].Br[C:31]1[CH:36]=[CH:35][C:34]([CH2:37][N:38]2[CH2:43][CH2:42][CH:41]([OH:44])[CH2:40][CH2:39]2)=[C:33]([F:45])[CH:32]=1.C(=O)([O-])[O-].[Na+].[Na+].